From a dataset of Full USPTO retrosynthesis dataset with 1.9M reactions from patents (1976-2016). Predict the reactants needed to synthesize the given product. (1) Given the product [Br:15][C:16]1[CH:17]=[N:18][C:19]([C:2]#[C:1][C:3]2[C:4]([C:9]3[CH:14]=[CH:13][CH:12]=[CH:11][CH:10]=3)=[N:5][O:6][C:7]=2[CH3:8])=[N:20][CH:21]=1, predict the reactants needed to synthesize it. The reactants are: [C:1]([C:3]1[C:4]([C:9]2[CH:14]=[CH:13][CH:12]=[CH:11][CH:10]=2)=[N:5][O:6][C:7]=1[CH3:8])#[CH:2].[Br:15][C:16]1[CH:17]=[N:18][C:19](I)=[N:20][CH:21]=1. (2) Given the product [CH2:37]([C:23]1[N:22]=[N:21][N:20]([C:17]2[CH:18]=[CH:19][C:14]([C:11]3[CH:10]=[CH:9][C:8]([C:5]4([C:3]([OH:4])=[O:2])[CH2:7][CH2:6]4)=[CH:13][CH:12]=3)=[CH:15][CH:16]=2)[C:24]=1[NH:25][C:26]([O:28][C@@H:29]([C:31]1[CH:32]=[CH:33][CH:34]=[CH:35][CH:36]=1)[CH3:30])=[O:27])[CH3:38], predict the reactants needed to synthesize it. The reactants are: C[O:2][C:3]([C:5]1([C:8]2[CH:13]=[CH:12][C:11]([C:14]3[CH:19]=[CH:18][C:17]([N:20]4[C:24]([NH:25][C:26]([O:28][C@@H:29]([C:31]5[CH:36]=[CH:35][CH:34]=[CH:33][CH:32]=5)[CH3:30])=[O:27])=[C:23]([CH2:37][CH3:38])[N:22]=[N:21]4)=[CH:16][CH:15]=3)=[CH:10][CH:9]=2)[CH2:7][CH2:6]1)=[O:4].[OH-].[Na+]. (3) Given the product [S:1]1[CH:5]=[CH:4][C:3]2[C:6]3[NH:33][N:34]=[C:11]([NH:10][C:13]4[CH:18]=[CH:17][CH:16]=[CH:15][C:14]=4[C:19]([F:22])([F:21])[F:20])[C:7]=3[CH2:8][C:2]1=2, predict the reactants needed to synthesize it. The reactants are: [S:1]1[CH:5]=[CH:4][C:3]2[C:6](=O)[CH2:7][CH2:8][C:2]1=2.[N:10]([C:13]1[CH:18]=[CH:17][CH:16]=[CH:15][C:14]=1[C:19]([F:22])([F:21])[F:20])=[C:11]=S.C[Si](C)(C)[Si](C)(C)C.[Li].O.[NH2:33][NH2:34].